Dataset: Reaction yield outcomes from USPTO patents with 853,638 reactions. Task: Predict the reaction yield, written as a fraction of the theoretical maximum amount of product (1.0 means a 100% yield; for example, 0.34 means a 34% yield). (1) The reactants are [CH3:1][N:2]1[C:6]([C:7]([OH:9])=O)=[CH:5][CH:4]=[N:3]1.C(Cl)(=O)C(Cl)=O.[NH2:16][C:17]1[CH:18]=[C:19]([CH:36]=[CH:37][C:38]=1[CH3:39])[O:20][C:21]1[CH:22]=[CH:23][C:24]2[N:25]([CH:27]=[C:28]([NH:30][C:31]([CH:33]3[CH2:35][CH2:34]3)=[O:32])[N:29]=2)[N:26]=1.C(=O)([O-])O.[Na+]. The catalyst is O1CCCC1.CN(C)C=O.CN(C)C(=O)C.C(OCC)(=O)C.O1CCCC1. The product is [CH:33]1([C:31]([NH:30][C:28]2[N:29]=[C:24]3[CH:23]=[CH:22][C:21]([O:20][C:19]4[CH:36]=[CH:37][C:38]([CH3:39])=[C:17]([NH:16][C:7]([C:6]5[N:2]([CH3:1])[N:3]=[CH:4][CH:5]=5)=[O:9])[CH:18]=4)=[N:26][N:25]3[CH:27]=2)=[O:32])[CH2:34][CH2:35]1. The yield is 0.830. (2) The reactants are Br[C:2]1[CH:7]=[CH:6][C:5]([C@@H:8]([NH:10][S@@:11]([C:13]([CH3:16])([CH3:15])[CH3:14])=[O:12])[CH3:9])=[C:4]([F:17])[CH:3]=1.C([Sn](CCCC)(CCCC)[C:23]([O:25][CH2:26][CH3:27])=[CH2:24])CCC.C(N(CC)CC)C.C(Cl)Cl. The catalyst is C1C=CC(P(C2C=CC=CC=2)[C-]2C=CC=C2)=CC=1.C1C=CC(P(C2C=CC=CC=2)[C-]2C=CC=C2)=CC=1.Cl[Pd]Cl.[Fe+2].CO.C(Cl)Cl.C1(C)C=CC=CC=1. The product is [NH4+:10].[OH-:12].[CH2:26]([O:25][C:23]([C:2]1[CH:7]=[CH:6][C:5]([C@@H:8]([NH:10][S@@:11]([C:13]([CH3:16])([CH3:15])[CH3:14])=[O:12])[CH3:9])=[C:4]([F:17])[CH:3]=1)=[CH2:24])[CH3:27]. The yield is 0.0100. (3) The reactants are [C:1]([C:3]1[CH:17]=[C:16](I)[C:6]2[N:7]([C:10]3[CH:15]=[CH:14][CH:13]=[CH:12][CH:11]=3)[CH:8]=[N:9][C:5]=2[CH:4]=1)#[N:2].C1(C)C=CC=CC=1.[C:26]([C:28]1[CH:29]=[C:30](B(O)O)[CH:31]=[CH:32][CH:33]=1)#[N:27].C(=O)([O-])[O-].[K+].[K+]. The catalyst is C1C=CC([P]([Pd]([P](C2C=CC=CC=2)(C2C=CC=CC=2)C2C=CC=CC=2)([P](C2C=CC=CC=2)(C2C=CC=CC=2)C2C=CC=CC=2)[P](C2C=CC=CC=2)(C2C=CC=CC=2)C2C=CC=CC=2)(C2C=CC=CC=2)C2C=CC=CC=2)=CC=1.C(O)C. The product is [C:1]([C:3]1[CH:17]=[C:16]([C:32]2[CH:31]=[CH:30][CH:29]=[C:28]([C:26]#[N:27])[CH:33]=2)[C:6]2[N:7]([C:10]3[CH:15]=[CH:14][CH:13]=[CH:12][CH:11]=3)[CH:8]=[N:9][C:5]=2[CH:4]=1)#[N:2]. The yield is 0.0600. (4) The reactants are [NH2:1][C@H:2]([C:4]([N:6]1[C:12](=[O:13])[CH:11]([CH3:14])[C:10]2[CH:15]=[CH:16][CH:17]=[CH:18][C:9]=2[C:8]2[C:19]([NH2:23])=[CH:20][CH:21]=[CH:22][C:7]1=2)=[O:5])[CH3:3].N1C=CC=CC=1.[CH2:30]([S:38](Cl)(=[O:40])=[O:39])[CH2:31][CH2:32][CH2:33][CH2:34][CH2:35][CH2:36][CH3:37]. The catalyst is CN(C=O)C. The product is [CH2:30]([S:38]([NH:1][C@H:2]([C:4]([N:6]1[C:12](=[O:13])[CH:11]([CH3:14])[C:10]2[CH:15]=[CH:16][CH:17]=[CH:18][C:9]=2[C:8]2[C:19]([NH2:23])=[CH:20][CH:21]=[CH:22][C:7]1=2)=[O:5])[CH3:3])(=[O:40])=[O:39])[CH2:31][CH2:32][CH2:33][CH2:34][CH2:35][CH2:36][CH3:37]. The yield is 0.340.